This data is from Peptide-MHC class II binding affinity with 134,281 pairs from IEDB. The task is: Regression. Given a peptide amino acid sequence and an MHC pseudo amino acid sequence, predict their binding affinity value. This is MHC class II binding data. (1) The peptide sequence is KFTQFAGKDLESIKG. The MHC is DRB5_0101 with pseudo-sequence DRB5_0101. The binding affinity (normalized) is 0.441. (2) The peptide sequence is DPWTIYAIGGSSNPT. The MHC is DRB3_0202 with pseudo-sequence DRB3_0202. The binding affinity (normalized) is 0.318. (3) The peptide sequence is GARSLTTLLRALGAQ. The MHC is DRB4_0101 with pseudo-sequence DRB4_0103. The binding affinity (normalized) is 0.501. (4) The peptide sequence is DDVLAILPIEDLKAL. The MHC is HLA-DQA10102-DQB10502 with pseudo-sequence HLA-DQA10102-DQB10502. The binding affinity (normalized) is 0.571. (5) The peptide sequence is ASQDVKNWMTETLLV. The MHC is DRB1_1302 with pseudo-sequence DRB1_1302. The binding affinity (normalized) is 0.263. (6) The peptide sequence is EPKYFAATQFEPLAA. The MHC is HLA-DQA10101-DQB10501 with pseudo-sequence HLA-DQA10101-DQB10501. The binding affinity (normalized) is 0.394.